This data is from Reaction yield outcomes from USPTO patents with 853,638 reactions. The task is: Predict the reaction yield, written as a fraction of the theoretical maximum amount of product (1.0 means a 100% yield; for example, 0.34 means a 34% yield). (1) The reactants are [OH:1][C:2]1[CH:3]=[C:4]([CH:7]=[CH:8][C:9]=1[OH:10])[CH:5]=[O:6].[Br:11]Br.O. The catalyst is CC(O)=O. The product is [Br:11][C:8]1[CH:7]=[C:4]([CH:3]=[C:2]([OH:1])[C:9]=1[OH:10])[CH:5]=[O:6]. The yield is 0.480. (2) The reactants are [NH2:1][CH2:2][CH2:3][CH2:4][CH2:5][CH2:6][CH2:7][CH2:8][CH2:9][CH2:10][N:11]1[CH2:16][CH2:15][CH:14]([CH2:17][N:18]2[CH:22]=[N:21][C:20]([C:23]([CH:31]3[CH2:36][CH2:35][CH2:34][CH2:33][CH2:32]3)([C:25]3[CH:30]=[CH:29][CH:28]=[CH:27][CH:26]=3)[OH:24])=[N:19]2)[CH2:13][CH2:12]1.[CH2:37]([O:44][C:45]1[CH:46]=[CH:47][C:48]([C@@H:56]([O:59][Si:60]([C:63]([CH3:66])([CH3:65])[CH3:64])([CH3:62])[CH3:61])[CH2:57]Br)=[C:49]2[C:54]=1[NH:53][C:52](=[O:55])[CH:51]=[CH:50]2)[C:38]1[CH:43]=[CH:42][CH:41]=[CH:40][CH:39]=1. No catalyst specified. The product is [CH2:37]([O:44][C:45]1[CH:46]=[CH:47][C:48]([C@@H:56]([O:59][Si:60]([C:63]([CH3:64])([CH3:66])[CH3:65])([CH3:62])[CH3:61])[CH2:57][NH:1][CH2:2][CH2:3][CH2:4][CH2:5][CH2:6][CH2:7][CH2:8][CH2:9][CH2:10][N:11]2[CH2:12][CH2:13][CH:14]([CH2:17][N:18]3[CH:22]=[N:21][C:20]([C:23]([CH:31]4[CH2:32][CH2:33][CH2:34][CH2:35][CH2:36]4)([OH:24])[C:25]4[CH:30]=[CH:29][CH:28]=[CH:27][CH:26]=4)=[N:19]3)[CH2:15][CH2:16]2)=[C:49]2[C:54]=1[NH:53][C:52](=[O:55])[CH:51]=[CH:50]2)[C:38]1[CH:39]=[CH:40][CH:41]=[CH:42][CH:43]=1. The yield is 0.240. (3) The reactants are [OH:1][C:2]1[CH:9]=[CH:8][C:7]([N+:10]([O-:12])=[O:11])=[CH:6][C:3]=1[CH:4]=[O:5].I[CH2:14][CH2:15][CH3:16].COC(O)C1C=C([N+]([O-])=O)C=CC=1OC. No catalyst specified. The product is [N+:10]([C:7]1[CH:8]=[CH:9][C:2]([O:1][CH2:14][CH2:15][CH3:16])=[C:3]([CH:6]=1)[CH:4]=[O:5])([O-:12])=[O:11]. The yield is 0.720. (4) The reactants are [CH3:1][O:2][C:3]1[CH:4]=[C:5]([OH:12])[CH:6]=[C:7]([O:10][CH3:11])[C:8]=1[CH3:9].N1C=CC=CC=1.[F:19][C:20]([F:33])([F:32])[S:21](O[S:21]([C:20]([F:33])([F:32])[F:19])(=[O:23])=[O:22])(=[O:23])=[O:22].C([O-])(O)=O.[Na+]. The catalyst is C(Cl)Cl. The product is [F:19][C:20]([F:33])([F:32])[S:21]([O:12][C:5]1[CH:6]=[C:7]([O:10][CH3:11])[C:8]([CH3:9])=[C:3]([O:2][CH3:1])[CH:4]=1)(=[O:23])=[O:22]. The yield is 0.600. (5) The product is [C:9]1([C:4]2[N:3]=[CH:2][N:7]=[C:6]([OH:8])[CH:5]=2)[CH:10]=[CH:11][CH:12]=[CH:13][CH:14]=1. The yield is 0.400. The catalyst is [Ni].N. The reactants are S[C:2]1[N:7]=[C:6]([OH:8])[CH:5]=[C:4]([C:9]2[CH:14]=[CH:13][CH:12]=[CH:11][CH:10]=2)[N:3]=1.